The task is: Predict the product of the given reaction.. This data is from Forward reaction prediction with 1.9M reactions from USPTO patents (1976-2016). (1) The product is: [CH3:7][C:4]1[O:3][C:13]([C:12]([OH:14])([C:11]#[C:10][Si:9]([CH3:16])([CH3:15])[CH3:8])[CH3:19])=[N:6][N:5]=1. Given the reactants BrC1[O:3][C:4]([CH3:7])=[N:5][N:6]=1.[CH3:8][Si:9]([CH3:16])([CH3:15])[C:10]#[C:11][C:12](=[O:14])[CH3:13].[Cl-].[NH4+].[CH2:19]1COCC1, predict the reaction product. (2) Given the reactants Cl.Cl[CH2:3][CH2:4][N:5]1[CH2:10][CH2:9][O:8][CH2:7][CH2:6]1.[OH-].[K+].[Cl:13][C:14]1[CH:22]=[C:21]2[C:17]([CH:18]=[C:19]([CH3:23])[NH:20]2)=[CH:16][CH:15]=1.ClCCN1CCOCC1, predict the reaction product. The product is: [Cl:13][C:14]1[CH:22]=[C:21]2[C:17]([CH:18]=[C:19]([CH3:23])[N:20]2[CH2:3][CH2:4][N:5]2[CH2:10][CH2:9][O:8][CH2:7][CH2:6]2)=[CH:16][CH:15]=1. (3) Given the reactants FC1C=C2C(C(I)=CN2S(C2C=CC=CC=2)(=O)=O)=CC=1.[F:21][C:22]1[CH:30]=[C:29]2[C:25]([C:26]([C:40]3[CH:41]=[N:42][N:43]([CH:45]4[CH2:50][CH2:49][N:48]([C:51]([NH2:53])=[O:52])[CH2:47][CH2:46]4)[CH:44]=3)=[CH:27][N:28]2S(C2C=CC=CC=2)(=O)=O)=[CH:24][CH:23]=1, predict the reaction product. The product is: [F:21][C:22]1[CH:30]=[C:29]2[C:25]([C:26]([C:40]3[CH:41]=[N:42][N:43]([CH:45]4[CH2:50][CH2:49][N:48]([C:51]([NH2:53])=[O:52])[CH2:47][CH2:46]4)[CH:44]=3)=[CH:27][NH:28]2)=[CH:24][CH:23]=1.